From a dataset of NCI-60 drug combinations with 297,098 pairs across 59 cell lines. Regression. Given two drug SMILES strings and cell line genomic features, predict the synergy score measuring deviation from expected non-interaction effect. (1) Cell line: SNB-19. Synergy scores: CSS=25.9, Synergy_ZIP=-3.39, Synergy_Bliss=0.0844, Synergy_Loewe=0.415, Synergy_HSA=1.13. Drug 2: C1CN(CCN1C(=O)CCBr)C(=O)CCBr. Drug 1: C1CCN(CC1)CCOC2=CC=C(C=C2)C(=O)C3=C(SC4=C3C=CC(=C4)O)C5=CC=C(C=C5)O. (2) Drug 1: CC(CN1CC(=O)NC(=O)C1)N2CC(=O)NC(=O)C2. Drug 2: C1CCC(C(C1)N)N.C(=O)(C(=O)[O-])[O-].[Pt+4]. Cell line: SF-295. Synergy scores: CSS=32.2, Synergy_ZIP=-9.47, Synergy_Bliss=-1.45, Synergy_Loewe=2.55, Synergy_HSA=3.46. (3) Drug 1: CC12CCC3C(C1CCC2OP(=O)(O)O)CCC4=C3C=CC(=C4)OC(=O)N(CCCl)CCCl.[Na+]. Drug 2: CC1C(C(CC(O1)OC2CC(CC3=C2C(=C4C(=C3O)C(=O)C5=C(C4=O)C(=CC=C5)OC)O)(C(=O)CO)O)N)O.Cl. Cell line: MCF7. Synergy scores: CSS=35.3, Synergy_ZIP=2.73, Synergy_Bliss=2.05, Synergy_Loewe=-31.4, Synergy_HSA=-2.70.